This data is from Full USPTO retrosynthesis dataset with 1.9M reactions from patents (1976-2016). The task is: Predict the reactants needed to synthesize the given product. (1) Given the product [NH2:23][C:11]1[N:10]=[C:9]([NH2:24])[C:8]([C:5]2[CH:6]=[CH:7][C:2]([NH:1][C:29]([CH:27]3[CH2:28][CH:26]3[CH3:25])=[O:30])=[CH:3][CH:4]=2)=[C:13]([CH2:14][O:15][CH2:16][C:17]2[CH:22]=[CH:21][CH:20]=[CH:19][CH:18]=2)[N:12]=1, predict the reactants needed to synthesize it. The reactants are: [NH2:1][C:2]1[CH:7]=[CH:6][C:5]([C:8]2[C:9]([NH2:24])=[N:10][C:11]([NH2:23])=[N:12][C:13]=2[CH2:14][O:15][CH2:16][C:17]2[CH:22]=[CH:21][CH:20]=[CH:19][CH:18]=2)=[CH:4][CH:3]=1.[CH3:25][CH:26]1[CH2:28][CH:27]1[C:29](O)=[O:30].C1C=CC2N(O)N=NC=2C=1.CCN(C(C)C)C(C)C.C1CCC(N=C=NC2CCCCC2)CC1. (2) Given the product [CH2:15]([N:11]1[C:12]2[C:7](=[C:6]([OH:33])[C:5]([C:3]([NH:34][CH2:35][CH2:36][CH2:37][C:38]([OH:40])=[O:39])=[O:4])=[N:14][CH:13]=2)[CH:8]=[C:9]([C:23]2[CH:28]=[CH:27][CH:26]=[C:25]([C:29]([F:30])([F:32])[F:31])[CH:24]=2)[C:10]1=[O:22])[C:16]1[CH:17]=[CH:18][CH:19]=[CH:20][CH:21]=1, predict the reactants needed to synthesize it. The reactants are: CO[C:3]([C:5]1[C:6]([OH:33])=[C:7]2[C:12](=[CH:13][N:14]=1)[N:11]([CH2:15][C:16]1[CH:21]=[CH:20][CH:19]=[CH:18][CH:17]=1)[C:10](=[O:22])[C:9]([C:23]1[CH:28]=[CH:27][CH:26]=[C:25]([C:29]([F:32])([F:31])[F:30])[CH:24]=1)=[CH:8]2)=[O:4].[NH2:34][CH2:35][CH2:36][CH2:37][C:38]([OH:40])=[O:39].C[O-].[Na+]. (3) Given the product [CH3:29][C:28]1[C:23]([N:20]2[CH2:21][CH2:22][N:17]([C:15]([C:12]3[CH:13]=[CH:14][C:9]([N:6]4[CH:2]([CH3:1])[CH2:3][CH2:4][C:5]4=[O:7])=[CH:10][C:11]=3[F:31])=[O:16])[CH2:18][CH2:19]2)=[N:24][CH:25]=[C:26]([CH3:30])[CH:27]=1, predict the reactants needed to synthesize it. The reactants are: [CH3:1][CH:2]1[NH:6][C:5](=[O:7])[CH2:4][CH2:3]1.Br[C:9]1[CH:14]=[CH:13][C:12]([C:15]([N:17]2[CH2:22][CH2:21][N:20]([C:23]3[C:28]([CH3:29])=[CH:27][C:26]([CH3:30])=[CH:25][N:24]=3)[CH2:19][CH2:18]2)=[O:16])=[C:11]([F:31])[CH:10]=1. (4) Given the product [OH:4][CH:2]([CH2:1][O:5][C:6]1[CH:11]=[CH:10][CH:9]=[CH:8][CH:7]=1)[CH2:3][NH:25][C:13]([CH3:24])([CH3:12])[CH2:14][C:15]1[CH:20]=[CH:19][C:18]([O:21][CH3:22])=[C:17]([F:23])[CH:16]=1, predict the reactants needed to synthesize it. The reactants are: [CH2:1]([O:5][C:6]1[CH:11]=[CH:10][CH:9]=[CH:8][CH:7]=1)[CH:2]1[O:4][CH2:3]1.[CH3:12][C:13]([NH2:25])([CH3:24])[CH2:14][C:15]1[CH:20]=[CH:19][C:18]([O:21][CH3:22])=[C:17]([F:23])[CH:16]=1. (5) Given the product [C:25]([C:29]1[CH:34]=[CH:33][C:32]([S:35]([N:23]([CH:21]([C:10]2[N:9]([C:6]3[CH:5]=[CH:4][C:3]([O:2][CH3:1])=[CH:8][CH:7]=3)[C:18](=[O:19])[C:17]3[C:12](=[C:13]([CH3:20])[CH:14]=[CH:15][CH:16]=3)[N:11]=2)[CH3:22])[CH3:24])(=[O:37])=[O:36])=[CH:31][CH:30]=1)([CH3:28])([CH3:26])[CH3:27], predict the reactants needed to synthesize it. The reactants are: [CH3:1][O:2][C:3]1[CH:8]=[CH:7][C:6]([N:9]2[C:18](=[O:19])[C:17]3[C:12](=[C:13]([CH3:20])[CH:14]=[CH:15][CH:16]=3)[N:11]=[C:10]2[CH:21]([NH:23][CH3:24])[CH3:22])=[CH:5][CH:4]=1.[C:25]([C:29]1[CH:34]=[CH:33][C:32]([S:35](Cl)(=[O:37])=[O:36])=[CH:31][CH:30]=1)([CH3:28])([CH3:27])[CH3:26]. (6) Given the product [CH2:51]([N:29]1[C:30](=[O:50])[C:31]2[N:32]=[C:33]([C:40]34[CH2:47][CH2:46][C:43]([CH:48]=[CH2:2])([CH2:44][CH2:45]3)[CH2:42][CH2:41]4)[NH:34][C:35]=2[N:36]([CH2:37][CH2:38][CH3:39])[C:28]1=[O:27])[CH2:52][CH3:53], predict the reactants needed to synthesize it. The reactants are: [Cl-].[CH3:2][P+](C1C=CC=CC=1)(C1C=CC=CC=1)C1C=CC=CC=1.[Li]CCCC.[O:27]=[C:28]1[N:36]([CH2:37][CH2:38][CH3:39])[C:35]2[NH:34][C:33]([C:40]34[CH2:47][CH2:46][C:43]([CH:48]=O)([CH2:44][CH2:45]3)[CH2:42][CH2:41]4)=[N:32][C:31]=2[C:30](=[O:50])[N:29]1[CH2:51][CH2:52][CH3:53]. (7) Given the product [CH:7]1[C:6]2[CH:5]([CH2:4][O:3][C:1]([NH:18][CH:19]([CH2:20][OH:21])[C:22]([O:24][C:29]([CH3:32])([CH3:31])[CH3:30])=[O:23])=[O:2])[C:17]3[C:12](=[CH:13][CH:14]=[CH:15][CH:16]=3)[C:11]=2[CH:10]=[CH:9][CH:8]=1, predict the reactants needed to synthesize it. The reactants are: [C:1]([NH:18][C@H:19]([C:22]([OH:24])=[O:23])[CH2:20][OH:21])([O:3][CH2:4][CH:5]1[C:17]2[C:12](=[CH:13][CH:14]=[CH:15][CH:16]=2)[C:11]2[C:6]1=[CH:7][CH:8]=[CH:9][CH:10]=2)=[O:2].ClC(Cl)(Cl)C(=N)O[C:29]([CH3:32])([CH3:31])[CH3:30]. (8) Given the product [C:5]1([C:3]2[N:16]=[C:15]([NH:14][C:11](=[O:13])[CH3:12])[NH:17][CH:2]=2)[CH:10]=[CH:9][CH:8]=[CH:7][CH:6]=1, predict the reactants needed to synthesize it. The reactants are: Br[CH2:2][C:3]([C:5]1[CH:10]=[CH:9][CH:8]=[CH:7][CH:6]=1)=O.[C:11]([NH:14][C:15]([NH2:17])=[NH:16])(=[O:13])[CH3:12]. (9) Given the product [OH:1][N:2]1[C:6](=[O:7])[CH2:5][CH2:4][C:3]1=[O:8].[Br:9][CH:10]([CH3:14])[C:11]([O-:13])=[O:12], predict the reactants needed to synthesize it. The reactants are: [OH:1][N:2]1[C:6](=[O:7])[CH2:5][CH2:4][C:3]1=[O:8].[Br:9][CH:10]([CH3:14])[C:11]([OH:13])=[O:12].C1(N=C=NC2CCCCC2)CCCCC1. (10) Given the product [C:61]([O:60][C:58]([NH:57][C@@H:48]([CH2:47][CH2:46][N:26]1[CH2:27][CH2:28][CH:24]([NH:23][C:21](=[O:22])[C:20]2[CH:29]=[CH:30][C:17]([NH:16][C:13]3[N:12]=[CH:11][C:10]4[N:9]([CH3:33])[C:8](=[O:34])[C@@H:7]([CH2:35][CH3:36])[N:6]([CH:1]5[CH2:5][CH2:4][CH2:3][CH2:2]5)[C:15]=4[N:14]=3)=[C:18]([O:31][CH3:32])[CH:19]=2)[CH2:25]1)[C:49]([O:51][CH:52]1[CH2:53][CH2:54][CH2:55][CH2:56]1)=[O:50])=[O:59])([CH3:64])([CH3:63])[CH3:62], predict the reactants needed to synthesize it. The reactants are: [CH:1]1([N:6]2[C:15]3[N:14]=[C:13]([NH:16][C:17]4[CH:30]=[CH:29][C:20]([C:21]([NH:23][CH:24]5[CH2:28][CH2:27][NH:26][CH2:25]5)=[O:22])=[CH:19][C:18]=4[O:31][CH3:32])[N:12]=[CH:11][C:10]=3[N:9]([CH3:33])[C:8](=[O:34])[C@H:7]2[CH2:35][CH3:36])[CH2:5][CH2:4][CH2:3][CH2:2]1.C([O-])([O-])=O.[K+].[K+].[Na+].[I-].Br[CH2:46][CH2:47][C@H:48]([NH:57][C:58]([O:60][C:61]([CH3:64])([CH3:63])[CH3:62])=[O:59])[C:49]([O:51][CH:52]1[CH2:56][CH2:55][CH2:54][CH2:53]1)=[O:50].